Task: Predict which catalyst facilitates the given reaction.. Dataset: Catalyst prediction with 721,799 reactions and 888 catalyst types from USPTO (1) Reactant: [Br:1][C:2]1[C:3]([F:23])=[CH:4][C:5]([F:22])=[C:6]([C@:8]([NH:15][S@@:16]([C:18]([CH3:21])([CH3:20])[CH3:19])=[O:17])([CH3:14])[CH2:9][C:10](OC)=[O:11])[CH:7]=1.[H-].[H-].[H-].[H-].[Li+].[Al+3].CCOCC.S([O-])([O-])(=O)=O.[Na+].[Na+]. Product: [Br:1][C:2]1[C:3]([F:23])=[CH:4][C:5]([F:22])=[C:6]([C@@:8]([NH:15][S@@:16]([C:18]([CH3:20])([CH3:19])[CH3:21])=[O:17])([CH2:9][CH2:10][OH:11])[CH3:14])[CH:7]=1. The catalyst class is: 1. (2) Reactant: [CH:1]1([C:4]2[CH:9]=[C:8]([CH2:10][N:11]3[CH2:16][CH2:15][CH:14]([N:17]4[CH2:26][CH2:25][C:24]5[N:23]=[C:22]([CH2:27][CH2:28][CH3:29])[C:21]([C:30]([O:32]CC)=[O:31])=[CH:20][C:19]=5[C:18]4=[O:35])[CH2:13][CH2:12]3)[C:7]([O:36][CH2:37][CH3:38])=[CH:6][C:5]=2[C:39]2[CH:44]=[CH:43][C:42]([F:45])=[CH:41][C:40]=2[F:46])[CH2:3][CH2:2]1.C(O)C.[OH-].[Na+].Cl. Product: [CH:1]1([C:4]2[CH:9]=[C:8]([CH2:10][N:11]3[CH2:16][CH2:15][CH:14]([N:17]4[CH2:26][CH2:25][C:24]5[N:23]=[C:22]([CH2:27][CH2:28][CH3:29])[C:21]([C:30]([OH:32])=[O:31])=[CH:20][C:19]=5[C:18]4=[O:35])[CH2:13][CH2:12]3)[C:7]([O:36][CH2:37][CH3:38])=[CH:6][C:5]=2[C:39]2[CH:44]=[CH:43][C:42]([F:45])=[CH:41][C:40]=2[F:46])[CH2:2][CH2:3]1. The catalyst class is: 20. (3) Reactant: [CH3:1][O:2][C@@H:3]([C@@H:21]1[CH2:25][CH2:24][CH2:23][N:22]1[C:26](=[O:45])[CH2:27][C@@H:28]([O:43][CH3:44])[C@@H:29]([N:34]([CH3:42])[C:35](=[O:41])[C@H:36]([CH:38]([CH3:40])[CH3:39])[NH2:37])[C@@H:30]([CH3:33])[CH2:31][CH3:32])[C@@H:4]([CH3:20])[C:5]([NH:7][C@H:8]([C:16]([O:18][CH3:19])=[O:17])[CH2:9][C:10]1[CH:15]=[CH:14][CH:13]=[CH:12][CH:11]=1)=[O:6].C1C2C(COC([NH:63][C@:64]([C:68](O)=[O:69])([CH3:67])[CH2:65][CH3:66])=O)C3C(=CC=CC=3)C=2C=CC=1.CCN(C(C)C)C(C)C.CN(C(ON1N=NC2C=CC=NC1=2)=[N+](C)C)C.F[P-](F)(F)(F)(F)F.C(NCC)C. The catalyst class is: 4. Product: [NH2:63][C@:64]([C:68]([NH:37][C@H:36]([C:35]([N:34]([C@@H:29]([C@@H:30]([CH3:33])[CH2:31][CH3:32])[C@H:28]([O:43][CH3:44])[CH2:27][C:26]([N:22]1[CH2:23][CH2:24][CH2:25][C@H:21]1[C@H:3]([O:2][CH3:1])[C@@H:4]([CH3:20])[C:5]([NH:7][C@@H:8]([CH2:9][C:10]1[CH:11]=[CH:12][CH:13]=[CH:14][CH:15]=1)[C:16]([O:18][CH3:19])=[O:17])=[O:6])=[O:45])[CH3:42])=[O:41])[CH:38]([CH3:39])[CH3:40])=[O:69])([CH3:67])[CH2:65][CH3:66]. (4) Reactant: [CH:1]1([C:6]2([C:12]3[C:24]4[CH2:23][C:22]5[C:17](=[CH:18][C:19]([C:25]([CH3:28])([CH3:27])[CH3:26])=[CH:20][CH:21]=5)[C:16]=4[CH:15]=[C:14]([C:29]([CH3:32])([CH3:31])[CH3:30])[CH:13]=3)[CH2:11][CH2:10][CH2:9][CH2:8][CH2:7]2)[CH:5]=[CH:4][CH:3]=[CH:2]1.[Li]CCCC.Cl[Si:39]([CH3:42])([CH3:41])[CH3:40].Cl. Product: [CH3:40][Si:39]([CH3:42])([CH3:41])[C:3]1[CH:4]=[CH:5][CH:1]([C:6]2([C:12]3[C:24]4[CH2:23][C:22]5[C:17](=[CH:18][C:19]([C:25]([CH3:26])([CH3:28])[CH3:27])=[CH:20][CH:21]=5)[C:16]=4[CH:15]=[C:14]([C:29]([CH3:32])([CH3:31])[CH3:30])[CH:13]=3)[CH2:11][CH2:10][CH2:9][CH2:8][CH2:7]2)[CH:2]=1. The catalyst class is: 1. (5) Reactant: C[CH2:2][N:3]([CH2:6]C)[CH2:4]C.CN(C)[CH2:10][CH:11](OCCCCCCCC/C=C\C/C=C\CCCCC)[CH2:12][O:13][C:14](=[O:20])[CH2:15][CH2:16][C:17]([OH:19])=[O:18].C1CN([P+](ON2N=NC3C=CC=CC2=3)(N2CCCC2)N2CCCC2)CC1.F[P-](F)(F)(F)(F)F.C[C@@]12[C@@:84](O)([C:85]([CH2:87][OH:88])=O)[CH2:83][CH2:82][C@H:81]1[C@@H:80]1[CH2:90][CH2:91][C:92]3[C@@:98](C)([C@H:79]1[C:77](=O)[CH2:76]2)[CH:97]=[CH:96][C:94](=O)[CH:93]=3. Product: [CH3:2][N:3]([CH3:6])[CH2:4][CH:12]([O:13][C:14](=[O:20])[CH2:15][CH2:16][C:17]([OH:19])=[O:18])[CH2:11][CH2:10][O:88][CH2:87][CH2:85][CH2:84][CH2:83][CH2:82][CH2:81][CH2:80][CH2:90]/[CH:91]=[CH:92]\[CH2:93]/[CH:94]=[CH:96]\[CH2:97][CH2:98][CH2:79][CH2:77][CH3:76]. The catalyst class is: 4. (6) Reactant: Br[C:2]1[CH:7]=[CH:6][C:5]([CH:8]2[CH2:12][CH2:11][N:10]([S:13]([CH3:16])(=[O:15])=[O:14])[CH2:9]2)=[CH:4][CH:3]=1.[CH3:17][C:18]1([CH3:32])[CH2:23][O:22][B:21]([B:21]2[O:22][CH2:23][C:18]([CH3:32])([CH3:17])[CH2:19][O:20]2)[O:20][CH2:19]1.CC([O-])=O.[K+]. Product: [CH3:17][C:18]1([CH3:32])[CH2:23][O:22][B:21]([C:2]2[CH:7]=[CH:6][C:5]([CH:8]3[CH2:12][CH2:11][N:10]([S:13]([CH3:16])(=[O:15])=[O:14])[CH2:9]3)=[CH:4][CH:3]=2)[O:20][CH2:19]1. The catalyst class is: 75. (7) Reactant: C1(O[C:8](=[O:44])[NH:9][C:10]2[CH:15]=[CH:14][C:13]([C:16]3[C:26]4[C:25](=[O:27])[N:24]([CH:28]5[CH2:33][CH2:32][O:31][CH2:30][CH2:29]5)[CH2:23][C:22]([CH3:35])([CH3:34])[O:21][C:20]=4[N:19]=[C:18]([N:36]4[CH2:42][CH:41]5[O:43][CH:38]([CH2:39][CH2:40]5)[CH2:37]4)[N:17]=3)=[CH:12][CH:11]=2)C=CC=CC=1.[CH3:45][C:46]1[O:50][N:49]=[C:48]([NH2:51])[CH:47]=1.CN(C=O)C. Product: [CH3:35][C:22]1([CH3:34])[O:21][C:20]2[N:19]=[C:18]([N:36]3[CH2:37][CH:38]4[O:43][CH:41]([CH2:40][CH2:39]4)[CH2:42]3)[N:17]=[C:16]([C:13]3[CH:14]=[CH:15][C:10]([NH:9][C:8]([NH:51][C:48]4[CH:47]=[C:46]([CH3:45])[O:50][N:49]=4)=[O:44])=[CH:11][CH:12]=3)[C:26]=2[C:25](=[O:27])[N:24]([CH:28]2[CH2:29][CH2:30][O:31][CH2:32][CH2:33]2)[CH2:23]1. The catalyst class is: 1.